This data is from Reaction yield outcomes from USPTO patents with 853,638 reactions. The task is: Predict the reaction yield, written as a fraction of the theoretical maximum amount of product (1.0 means a 100% yield; for example, 0.34 means a 34% yield). The reactants are [CH:1]1([C:4]([N:6]2[CH2:11][CH2:10][N:9]([C:12]([C:14]3[CH:19]=[CH:18][C:17]([CH:20]4[CH:29]([C:30]5[CH:35]=[CH:34][CH:33]=[CH:32][CH:31]=5)[C:28](=O)[C:27]5[C:26]([C:37]([O:39]C)=O)=[CH:25][CH:24]=[CH:23][C:22]=5[NH:21]4)=[CH:16][CH:15]=3)=[O:13])[CH2:8][CH2:7]2)=[O:5])[CH2:3][CH2:2]1.O.[NH2:42][NH2:43]. No catalyst specified. The product is [CH:1]1([C:4]([N:6]2[CH2:11][CH2:10][N:9]([C:12]([C:14]3[CH:19]=[CH:18][C:17]([CH:20]4[NH:21][C:22]5[C:27]6[C:28](=[N:42][NH:43][C:37](=[O:39])[C:26]=6[CH:25]=[CH:24][CH:23]=5)[CH:29]4[C:30]4[CH:35]=[CH:34][CH:33]=[CH:32][CH:31]=4)=[CH:16][CH:15]=3)=[O:13])[CH2:8][CH2:7]2)=[O:5])[CH2:3][CH2:2]1. The yield is 0.190.